This data is from Reaction yield outcomes from USPTO patents with 853,638 reactions. The task is: Predict the reaction yield, written as a fraction of the theoretical maximum amount of product (1.0 means a 100% yield; for example, 0.34 means a 34% yield). (1) The reactants are [CH2:1]1[C:10]2[C:5](=[CH:6][CH:7]=[CH:8][CH:9]=2)[CH2:4][CH2:3][N:2]1[C:11]1[N:12]=[C:13]([C:21]#[N:22])[CH:14]=[C:15]2[CH:19]=[C:18]([CH3:20])[NH:17][C:16]=12.[CH2:23](Br)[CH:24]=[CH2:25]. No catalyst specified. The product is [CH2:25]([N:17]1[C:16]2=[C:11]([N:2]3[CH2:3][CH2:4][C:5]4[C:10](=[CH:9][CH:8]=[CH:7][CH:6]=4)[CH2:1]3)[N:12]=[C:13]([C:21]#[N:22])[CH:14]=[C:15]2[CH:19]=[C:18]1[CH3:20])[CH:24]=[CH2:23]. The yield is 0.790. (2) The reactants are [NH2:1][C:2]1[S:3][C:4]([C:8]([OH:10])=O)=[C:5]([CH3:7])[N:6]=1.C(N(C(C)C)CC)(C)C.Cl.CN(C)CCCN=C=NCC.O.ON1C2C=CC=CC=2N=N1.[CH2:43]([NH2:50])[C:44]1[CH:49]=[CH:48][CH:47]=[CH:46][CH:45]=1. The catalyst is CN(C)C=O.C(OCC)(=O)C. The product is [CH2:43]([NH:50][C:8]([C:4]1[S:3][C:2]([NH2:1])=[N:6][C:5]=1[CH3:7])=[O:10])[C:44]1[CH:49]=[CH:48][CH:47]=[CH:46][CH:45]=1. The yield is 0.600. (3) The yield is 0.420. The catalyst is CN(C)C=O. The product is [CH3:29][O:28][C:21]1[C:20]2[C:25](=[CH:26][CH:27]=[C:18]([S:16][C:13]3[N:11]4[CH:12]=[C:7]([C:5]5[CH:4]=[N:3][N:2]([CH3:1])[CH:6]=5)[CH:8]=[CH:9][C:10]4=[N:15][N:14]=3)[CH:19]=2)[N:24]=[CH:23][CH:22]=1. The reactants are [CH3:1][N:2]1[CH:6]=[C:5]([C:7]2[CH:8]=[CH:9][C:10]3[N:11]([C:13]([SH:16])=[N:14][N:15]=3)[CH:12]=2)[CH:4]=[N:3]1.Br[C:18]1[CH:19]=[C:20]2[C:25](=[CH:26][CH:27]=1)[N:24]=[CH:23][CH:22]=[C:21]2[O:28][CH3:29].C1(P(C2C=CC=CC=2)C2C3OC4C(=CC=CC=4P(C4C=CC=CC=4)C4C=CC=CC=4)C(C)(C)C=3C=CC=2)C=CC=CC=1.C(N(CC)C(C)C)(C)C. (4) The reactants are [Cl:1][C:2]1[CH:7]=[CH:6][C:5]([C:8]2[N:12]([C:13]3[CH:18]=[CH:17][C:16]([Cl:19])=[CH:15][C:14]=3[Cl:20])[N:11]=[C:10]([C:21](Cl)=[O:22])[C:9]=2[CH3:24])=[CH:4][CH:3]=1.[N:25]1([C:31]([NH2:33])=[O:32])[CH2:30][CH2:29][CH2:28][CH2:27][CH2:26]1.C[Si]([N-][Si](C)(C)C)(C)C.[Li+]. No catalyst specified. The product is [N:25]1([C:31]([NH:33][C:21]([C:10]2[C:9]([CH3:24])=[C:8]([C:5]3[CH:4]=[CH:3][C:2]([Cl:1])=[CH:7][CH:6]=3)[N:12]([C:13]3[CH:18]=[CH:17][C:16]([Cl:19])=[CH:15][C:14]=3[Cl:20])[N:11]=2)=[O:22])=[O:32])[CH2:30][CH2:29][CH2:28][CH2:27][CH2:26]1. The yield is 0.980. (5) The reactants are Cl[C:2]1[C:11]2[C:6](=[CH:7][C:8]([O:14][CH2:15][CH2:16][CH2:17][N:18]3[CH2:23][CH2:22][N:21]([CH3:24])[CH2:20][CH2:19]3)=[C:9]([C:12]#[N:13])[CH:10]=2)[N:5]=[CH:4][CH:3]=1.[CH3:25][C:26]1[NH:27][C:28]2[C:33]([C:34]=1[CH3:35])=[CH:32][C:31]([OH:36])=[CH:30][CH:29]=2. No catalyst specified. The product is [C:12]([C:9]1[CH:10]=[C:11]2[C:6](=[CH:7][C:8]=1[O:14][CH2:15][CH2:16][CH2:17][N:18]1[CH2:23][CH2:22][N:21]([CH3:24])[CH2:20][CH2:19]1)[N:5]=[CH:4][CH:3]=[C:2]2[O:36][C:31]1[CH:32]=[C:33]2[C:28](=[CH:29][CH:30]=1)[NH:27][C:26]([CH3:25])=[C:34]2[CH3:35])#[N:13]. The yield is 0.600. (6) The reactants are [NH2:1][C:2]1[C:3]([C:20]#[C:21][Si:22]([CH3:25])([CH3:24])[CH3:23])=[C:4]([Cl:19])[CH:5]=[C:6]([C:15]([O:17][CH3:18])=[O:16])[C:7]=1[C:8]1[CH:13]=[CH:12][CH:11]=[C:10]([F:14])[CH:9]=1.Cl.[N:27]([O-])=O.[Na+].[CH2:31]([NH:33][CH2:34][CH3:35])[CH3:32].C(=O)([O-])[O-].[K+].[K+]. The catalyst is O1CCCC1.C(#N)C.O.C(=O)(O)[O-].[Na+]. The product is [Cl:19][C:4]1[CH:5]=[C:6]([C:15]([O:17][CH3:18])=[O:16])[C:7]([C:8]2[CH:13]=[CH:12][CH:11]=[C:10]([F:14])[CH:9]=2)=[C:2](/[N:1]=[N:27]/[N:33]([CH2:34][CH3:35])[CH2:31][CH3:32])[C:3]=1[C:20]#[C:21][Si:22]([CH3:23])([CH3:25])[CH3:24]. The yield is 0.860. (7) The reactants are S(Cl)(Cl)=O.[C:5]1([C:11]2[N:12]=[CH:13][S:14][C:15]=2C(O)=O)[CH:10]=[CH:9][CH:8]=[CH:7][CH:6]=1.[N-:19]=[N+]=[N-].[Na+].C([O:25][CH2:26]C)C. The catalyst is C1C=CC=CC=1.O. The product is [N:12]1[C:11]2[C:5]3[CH:6]=[CH:7][CH:8]=[CH:9][C:10]=3[C:26](=[O:25])[NH:19][C:15]=2[S:14][CH:13]=1. The yield is 0.200.